From a dataset of Full USPTO retrosynthesis dataset with 1.9M reactions from patents (1976-2016). Predict the reactants needed to synthesize the given product. (1) Given the product [Cl:38][CH2:2][C@@H:3]1[C:7]([C:8]([O:10][CH3:11])=[O:9])=[CH:6][CH2:5][N:4]1[C:12]([O:14][CH2:15][CH:16]=[CH2:17])=[O:13], predict the reactants needed to synthesize it. The reactants are: O[CH2:2][C@@H:3]1[C:7]([C:8]([O:10][CH3:11])=[O:9])=[CH:6][CH2:5][N:4]1[C:12]([O:14][CH2:15][CH:16]=[CH2:17])=[O:13].C1(P(C2C=CC=CC=2)C2C=CC=CC=2)C=CC=CC=1.C(Cl)(Cl)(Cl)[Cl:38]. (2) Given the product [F:2][C:3]([F:9])([F:8])[CH2:4][C:5]([CH3:10])([OH:7])[CH3:6], predict the reactants needed to synthesize it. The reactants are: [Br-].[F:2][C:3]([F:9])([F:8])[CH2:4][C:5](=[O:7])[CH3:6].[CH2:10](OCC)C. (3) Given the product [CH3:36][O:35][C:30]1[CH:31]=[CH:32][CH:33]=[CH:34][C:29]=1[CH2:28][NH:25][C:26]([N:11]1[CH2:10][CH2:9][CH:8]([O:7][C:6]2[CH:14]=[CH:15][C:3]([F:2])=[CH:4][CH:5]=2)[CH2:13][CH2:12]1)=[O:27], predict the reactants needed to synthesize it. The reactants are: Cl.[F:2][C:3]1[CH:15]=[CH:14][C:6]([O:7][CH:8]2[CH2:13][CH2:12][NH:11][CH2:10][CH2:9]2)=[CH:5][CH:4]=1.C(N(C(C)C)CC)(C)C.[N:25]([CH2:28][C:29]1[CH:34]=[CH:33][CH:32]=[CH:31][C:30]=1[O:35][CH3:36])=[C:26]=[O:27]. (4) Given the product [NH2:14][C@@H:13]([CH2:12][C:11]1[CH:10]=[CH:9][C:8]([CH3:7])=[CH:19][CH:18]=1)[CH2:15][OH:16], predict the reactants needed to synthesize it. The reactants are: [H-].[Al+3].[Li+].[H-].[H-].[H-].[CH3:7][C:8]1[CH:19]=[CH:18][C:11]([CH2:12][C@@H:13]([C:15](O)=[O:16])[NH2:14])=[CH:10][CH:9]=1.O.[OH-].[Na+].